Dataset: Reaction yield outcomes from USPTO patents with 853,638 reactions. Task: Predict the reaction yield, written as a fraction of the theoretical maximum amount of product (1.0 means a 100% yield; for example, 0.34 means a 34% yield). (1) The reactants are C([O-])(=O)C.[Na+].[F:6][CH:7]([F:33])[C:8]1[N:9]=[C:10]([CH2:30][CH2:31][CH3:32])[N:11]([CH2:15][C:16]2[CH:21]=[CH:20][C:19]([C:22]3[C:23]([C:28]#[N:29])=[CH:24][CH:25]=[CH:26][CH:27]=3)=[CH:18][CH:17]=2)[C:12](=[O:14])[CH:13]=1.[Br:34]Br. The catalyst is C(O)(=O)C. The product is [Br:34][C:13]1[C:12](=[O:14])[N:11]([CH2:15][C:16]2[CH:17]=[CH:18][C:19]([C:22]3[C:23]([C:28]#[N:29])=[CH:24][CH:25]=[CH:26][CH:27]=3)=[CH:20][CH:21]=2)[C:10]([CH2:30][CH2:31][CH3:32])=[N:9][C:8]=1[CH:7]([F:6])[F:33]. The yield is 0.610. (2) The reactants are [CH3:1][C:2]1[CH:7]=[C:6]([NH:8][S:9]([C:12]2[CH:17]=[CH:16][CH:15]=[CH:14][CH:13]=2)(=[O:11])=[O:10])[CH:5]=[C:4]([CH3:18])[C:3]=1[NH:19][C:20]([CH2:22][C:23]1[CH:30]=[CH:29][C:26]([C:27]#[N:28])=[CH:25][CH:24]=1)=[O:21].Cl.C(=O)([O-])[O-].[NH4+:36].[NH4+]. The catalyst is C(O)C. The product is [CH3:18][C:4]1[CH:5]=[C:6]([NH:8][S:9]([C:12]2[CH:13]=[CH:14][CH:15]=[CH:16][CH:17]=2)(=[O:11])=[O:10])[CH:7]=[C:2]([CH3:1])[C:3]=1[NH:19][C:20]([CH2:22][C:23]1[CH:24]=[CH:25][C:26]([C:27]([NH2:36])=[NH:28])=[CH:29][CH:30]=1)=[O:21]. The yield is 0.710. (3) The reactants are [Li+].[OH-].C[O:4][C:5]([C@H:7]1[CH2:12][CH2:11][C@H:10]([CH2:13][N:14]2[C:18]3[CH:19]=[C:20]([OH:23])[CH:21]=[CH:22][C:17]=3[N:16]([CH3:24])[C:15]2=[O:25])[CH2:9][CH2:8]1)=[O:6]. The product is [OH:23][C:20]1[CH:21]=[CH:22][C:17]2[N:16]([CH3:24])[C:15](=[O:25])[N:14]([CH2:13][C@H:10]3[CH2:11][CH2:12][C@H:7]([C:5]([OH:6])=[O:4])[CH2:8][CH2:9]3)[C:18]=2[CH:19]=1. The yield is 0.670. The catalyst is O.C1COCC1. (4) The reactants are [F:1][B-:2]([F:5])([F:4])[F:3].[C:6]1([C:12]2[CH:17]=[C:16]([C:18]3[CH:23]=[CH:22][CH:21]=[CH:20][CH:19]=3)[CH:15]=[C:14]([C:24]3[CH:29]=[CH:28][CH:27]=[CH:26][CH:25]=3)[O+]=2)[CH:11]=[CH:10][CH:9]=[CH:8][CH:7]=1.[O:30]([C:37]1[CH:43]=[CH:42][C:40]([NH2:41])=[CH:39][CH:38]=1)[C:31]1[CH:36]=[CH:35][CH:34]=[CH:33][CH:32]=1. The catalyst is C(O)C. The product is [F:1][B-:2]([F:5])([F:4])[F:3].[O:30]([C:37]1[CH:38]=[CH:39][C:40]([N+:41]2[C:14]([C:24]3[CH:29]=[CH:28][CH:27]=[CH:26][CH:25]=3)=[CH:15][C:16]([C:18]3[CH:19]=[CH:20][CH:21]=[CH:22][CH:23]=3)=[CH:17][C:12]=2[C:6]2[CH:11]=[CH:10][CH:9]=[CH:8][CH:7]=2)=[CH:42][CH:43]=1)[C:31]1[CH:32]=[CH:33][CH:34]=[CH:35][CH:36]=1. The yield is 0.950. (5) The reactants are [O:1]1[C:6]2[CH:7]=[CH:8][C:9]([N:11]3[CH2:15][C@@H:14]([CH2:16][OH:17])[O:13][C:12]3=[O:18])=[CH:10][C:5]=2[O:4][CH2:3][CH2:2]1.C(OC[C@H]1OC1)(=[O:23])CCC.C(OC1C(OC(=O)C)=C(I)C=CC=1)(=O)C.CC1(C)N([O])C(C)(C)CCC1.C([O-])([O-])=O.[Na+].[Na+]. The catalyst is CC(=O)OCC.O.CC#N. The product is [O:1]1[C:6]2[CH:7]=[CH:8][C:9]([N:11]3[CH2:15][C@@H:14]([C:16]([OH:23])=[O:17])[O:13][C:12]3=[O:18])=[CH:10][C:5]=2[O:4][CH2:3][CH2:2]1. The yield is 0.810. (6) The reactants are Br[C:2]1[CH:3]=[C:4]([NH:11][C:12](=[O:14])[CH3:13])[CH:5]=[C:6]([N+:8]([O-:10])=[O:9])[CH:7]=1.CC1(C)C(C)(C)OB([C:23]2[O:24][C:25]([CH3:28])=[CH:26][CH:27]=2)O1.C(=O)([O-])[O-].[Na+].[Na+].O. The catalyst is COCCOC.C1C=CC(P(C2C=CC=CC=2)[C-]2C=CC=C2)=CC=1.C1C=CC(P(C2C=CC=CC=2)[C-]2C=CC=C2)=CC=1.Cl[Pd]Cl.[Fe+2]. The product is [CH3:28][C:25]1[O:24][C:23]([C:2]2[CH:3]=[C:4]([NH:11][C:12](=[O:14])[CH3:13])[CH:5]=[C:6]([N+:8]([O-:10])=[O:9])[CH:7]=2)=[CH:27][CH:26]=1. The yield is 0.800. (7) The reactants are F[C:2]1[CH:7]=[C:6]([OH:8])[CH:5]=[C:4]([OH:9])[CH:3]=1. The catalyst is S(=O)(=O)(O)O. The product is [OH:9][C:4]1[CH:5]=[C:6]2[C:7]([CH:4]=[CH:5][C:6](=[O:8])[O:8]2)=[CH:2][CH:3]=1. The yield is 0.420. (8) The reactants are [CH3:1][C:2]1[N:7]=[CH:6][C:5]([O:8][C:9]2[CH:14]=[CH:13][C:12]([N+:15]([O-])=O)=[CH:11][CH:10]=2)=[CH:4][CH:3]=1. The catalyst is CCOC(C)=O.[Pd]. The product is [CH3:1][C:2]1[N:7]=[CH:6][C:5]([O:8][C:9]2[CH:14]=[CH:13][C:12]([NH2:15])=[CH:11][CH:10]=2)=[CH:4][CH:3]=1. The yield is 0.920.